From a dataset of Catalyst prediction with 721,799 reactions and 888 catalyst types from USPTO. Predict which catalyst facilitates the given reaction. Reactant: Cl[C:2]1[N:3]=[C:4]([N:26]2[CH2:31][CH2:30][O:29][CH2:28][CH2:27]2)[C:5]2[S:10][C:9]([C:11]3[CH:12]=[CH:13][C:14]([O:17][CH2:18][CH2:19][N:20]4[CH2:25][CH2:24][O:23][CH2:22][CH2:21]4)=[N:15][CH:16]=3)=[CH:8][C:6]=2[N:7]=1.CC1(C)C(C)(C)OB([C:40]2[CH:41]=[N:42][C:43]([NH2:46])=[N:44][CH:45]=2)O1.C([O-])([O-])=O.[Na+].[Na+]. Product: [O:29]1[CH2:30][CH2:31][N:26]([C:4]2[C:5]3[S:10][C:9]([C:11]4[CH:16]=[N:15][C:14]([O:17][CH2:18][CH2:19][N:20]5[CH2:25][CH2:24][O:23][CH2:22][CH2:21]5)=[CH:13][CH:12]=4)=[CH:8][C:6]=3[N:7]=[C:2]([C:40]3[CH:41]=[N:42][C:43]([NH2:46])=[N:44][CH:45]=3)[N:3]=2)[CH2:27][CH2:28]1. The catalyst class is: 745.